This data is from Catalyst prediction with 721,799 reactions and 888 catalyst types from USPTO. The task is: Predict which catalyst facilitates the given reaction. (1) Reactant: O.[OH-].[Li+].C([O:6][C:7]([C:9]1[N:10]=[C:11]([NH:14][C:15]([O:17][C:18]([CH3:21])([CH3:20])[CH3:19])=[O:16])[S:12][CH:13]=1)=[O:8])C.Cl. Product: [C:18]([O:17][C:15]([NH:14][C:11]1[S:12][CH:13]=[C:9]([C:7]([OH:8])=[O:6])[N:10]=1)=[O:16])([CH3:21])([CH3:19])[CH3:20]. The catalyst class is: 30. (2) Reactant: N1C=CC=CC=1.[NH2:7][C:8]1[CH:9]=[C:10]([C@@H:22]([OH:25])[CH2:23][Br:24])[CH:11]=[CH:12][C:13]=1[O:14][CH2:15][C:16]1[CH:21]=[CH:20][CH:19]=[CH:18][CH:17]=1.[CH3:26][S:27](Cl)(=[O:29])=[O:28]. Product: [CH2:15]([O:14][C:13]1[CH:12]=[CH:11][C:10]([C@@H:22]([OH:25])[CH2:23][Br:24])=[CH:9][C:8]=1[NH:7][S:27]([CH3:26])(=[O:29])=[O:28])[C:16]1[CH:21]=[CH:20][CH:19]=[CH:18][CH:17]=1. The catalyst class is: 1. (3) Reactant: [O:1]1[C:9]2[CH:8]=[CH:7][N:6]=[C:5]([CH2:10][CH2:11][CH2:12][NH:13][C:14](=[O:16])[CH3:15])[C:4]=2[CH2:3][CH2:2]1.Br[CH2:18][C:19]([C:21]1[CH:26]=[CH:25][CH:24]=[CH:23][CH:22]=1)=O. Product: [C:21]1([C:19]2[C:10]([CH2:11][CH2:12][NH:13][C:14](=[O:16])[CH3:15])=[C:5]3[N:6]([CH:18]=2)[CH:7]=[CH:8][C:9]2[O:1][CH2:2][CH2:3][C:4]3=2)[CH:26]=[CH:25][CH:24]=[CH:23][CH:22]=1. The catalyst class is: 21.